Dataset: Forward reaction prediction with 1.9M reactions from USPTO patents (1976-2016). Task: Predict the product of the given reaction. (1) Given the reactants [N+:1]([C:4]1[CH:13]=[CH:12][CH:11]=[C:10]2[C:5]=1[CH:6]=[CH:7][N:8]=[C:9]2[C:14]#[N:15])([O-])=O.CN(C=O)C.O.O.[Sn](Cl)Cl, predict the reaction product. The product is: [NH2:1][C:4]1[CH:13]=[CH:12][CH:11]=[C:10]2[C:5]=1[CH:6]=[CH:7][N:8]=[C:9]2[C:14]#[N:15]. (2) Given the reactants C1(P(N=[N+]=[N-])(C2C=CC=CC=2)=[O:8])C=CC=CC=1.C([N:20]([CH2:23]C)CC)C.[Cl:25][C:26]1[CH:58]=[C:57]([Cl:59])[CH:56]=[CH:55][C:27]=1[CH2:28][NH:29][C:30]1[C:31]2[CH:51]=[C:50](C(O)=O)[S:49][C:32]=2[N:33]=[C:34]([N:36]2[CH2:41][CH2:40][CH:39]([CH2:42][CH2:43][N:44]3[CH2:48][CH2:47][CH2:46][CH2:45]3)[CH2:38][CH2:37]2)[N:35]=1.[CH2:60]([NH2:62])[CH3:61], predict the reaction product. The product is: [Cl:25][C:26]1[CH:58]=[C:57]([Cl:59])[CH:56]=[CH:55][C:27]=1[CH2:28][NH:29][C:30]1[C:31]2[CH:51]=[C:50]([NH:20][C:23]([NH:62][CH2:60][CH3:61])=[O:8])[S:49][C:32]=2[N:33]=[C:34]([N:36]2[CH2:37][CH2:38][CH:39]([CH2:42][CH2:43][N:44]3[CH2:48][CH2:47][CH2:46][CH2:45]3)[CH2:40][CH2:41]2)[N:35]=1. (3) Given the reactants [S:1](=[O:36])(=[O:35])([O:3][CH2:4][C@@H:5]1[C@@H:9]([O:10][Si](C(C)(C)C)(C)C)[CH2:8][C@H:7]([N:18]2[C:26]3[CH:25]=[CH:24][N:23]=[C:22]([NH:27][CH2:28][C:29]4[CH:34]=[CH:33][CH:32]=[CH:31][CH:30]=4)[C:21]=3[CH:20]=[CH:19]2)[O:6]1)[NH2:2].F, predict the reaction product. The product is: [S:1](=[O:36])(=[O:35])([O:3][CH2:4][C@@H:5]1[C@@H:9]([OH:10])[CH2:8][C@H:7]([N:18]2[C:26]3[CH:25]=[CH:24][N:23]=[C:22]([NH:27][CH2:28][C:29]4[CH:30]=[CH:31][CH:32]=[CH:33][CH:34]=4)[C:21]=3[CH:20]=[CH:19]2)[O:6]1)[NH2:2].